Task: Predict the product of the given reaction.. Dataset: Forward reaction prediction with 1.9M reactions from USPTO patents (1976-2016) (1) Given the reactants [NH2:1][C:2]1[CH:10]=[CH:9][CH:8]=[C:7]2[C:3]=1[CH2:4][CH:5]([C:11]([NH:13][C:14]1[CH:19]=[CH:18][C:17]([N:20]3[CH2:25][CH2:24][O:23][CH2:22][CH2:21]3)=[CH:16][CH:15]=1)=[O:12])[CH2:6]2.Cl.[CH3:27][N:28]([CH2:32][CH2:33]Cl)[CH2:29][CH2:30]Cl.C(=O)([O-])O.[Na+], predict the reaction product. The product is: [CH3:27][N:28]1[CH2:32][CH2:33][N:1]([C:2]2[CH:10]=[CH:9][CH:8]=[C:7]3[C:3]=2[CH2:4][CH:5]([C:11]([NH:13][C:14]2[CH:19]=[CH:18][C:17]([N:20]4[CH2:25][CH2:24][O:23][CH2:22][CH2:21]4)=[CH:16][CH:15]=2)=[O:12])[CH2:6]3)[CH2:30][CH2:29]1. (2) Given the reactants [NH2:1][C:2]1[C:3]([F:24])=[CH:4][C:5]([Cl:23])=[C:6]([C:8]2[C:9](=[O:22])[N:10]([CH2:20][CH3:21])[C:11]3[C:16]([CH:17]=2)=[CH:15][N:14]=[C:13]([NH:18][CH3:19])[CH:12]=3)[CH:7]=1.N1C=CC=CC=1.[F:31][C:32]1[CH:37]=[CH:36][CH:35]=[C:34]([N:38]=[C:39]=[O:40])[CH:33]=1, predict the reaction product. The product is: [Cl:23][C:5]1[C:6]([C:8]2[C:9](=[O:22])[N:10]([CH2:20][CH3:21])[C:11]3[C:16]([CH:17]=2)=[CH:15][N:14]=[C:13]([NH:18][CH3:19])[CH:12]=3)=[CH:7][C:2]([NH:1][C:39]([NH:38][C:34]2[CH:35]=[CH:36][CH:37]=[C:32]([F:31])[CH:33]=2)=[O:40])=[C:3]([F:24])[CH:4]=1.